Dataset: Full USPTO retrosynthesis dataset with 1.9M reactions from patents (1976-2016). Task: Predict the reactants needed to synthesize the given product. (1) Given the product [F:1][C:2]([F:9])([F:8])[CH:3]([O:7][CH2:20][C:14](=[CH2:13])[C:15]([O:17][CH2:18][CH3:19])=[O:16])[CH2:4][CH:5]=[CH2:6], predict the reactants needed to synthesize it. The reactants are: [F:1][C:2]([F:9])([F:8])[CH:3]([OH:7])[CH2:4][CH:5]=[CH2:6].[H-].[Na+].Br[CH2:13][C:14](=[CH2:20])[C:15]([O:17][CH2:18][CH3:19])=[O:16]. (2) Given the product [N+:1]([C:4]1[CH:5]=[C:6]([CH:10]=[C:11]([N+:13]([O-:15])=[O:14])[CH:12]=1)[NH2:21])([O-:3])=[O:2], predict the reactants needed to synthesize it. The reactants are: [N+:1]([C:4]1[CH:5]=[C:6]([CH:10]=[C:11]([N+:13]([O-:15])=[O:14])[CH:12]=1)C(O)=O)([O-:3])=[O:2].S(=O)(=O)(O)O.[N-:21]=[N+]=[N-].[Na+]. (3) Given the product [CH3:8][C:6]1[CH:7]=[C:2]([O:1][CH2:29][CH2:30][CH2:31][S:32]([CH3:35])(=[O:34])=[O:33])[CH:3]=[C:4]([CH3:17])[C:5]=1[C:9]1[CH:14]=[CH:13][CH:12]=[C:11]([CH:15]=[O:16])[CH:10]=1, predict the reactants needed to synthesize it. The reactants are: [OH:1][C:2]1[CH:7]=[C:6]([CH3:8])[C:5]([C:9]2[CH:14]=[CH:13][CH:12]=[C:11]([CH:15]=[O:16])[CH:10]=2)=[C:4]([CH3:17])[CH:3]=1.CC1C=CC(S(O[CH2:29][CH2:30][CH2:31][S:32]([CH3:35])(=[O:34])=[O:33])(=O)=O)=CC=1.C(=O)([O-])[O-].[K+].[K+].O. (4) Given the product [C:24]([C:26]1[CH:27]=[C:28]([CH:32]=[CH:33][CH:34]=1)[C:29]([NH:1][CH2:2][C@H:3]1[N:8]([C:9]([C:11]2[N:12]=[C:13]([CH3:23])[S:14][C:15]=2[C:16]2[CH:17]=[C:18]([CH3:22])[CH:19]=[CH:20][CH:21]=2)=[O:10])[CH2:7][C@H:6]2[C@@H:4]1[CH2:5]2)=[O:30])#[N:25], predict the reactants needed to synthesize it. The reactants are: [NH2:1][CH2:2][C@H:3]1[N:8]([C:9]([C:11]2[N:12]=[C:13]([CH3:23])[S:14][C:15]=2[C:16]2[CH:17]=[C:18]([CH3:22])[CH:19]=[CH:20][CH:21]=2)=[O:10])[CH2:7][C@H:6]2[C@@H:4]1[CH2:5]2.[C:24]([C:26]1[CH:27]=[C:28]([CH:32]=[CH:33][CH:34]=1)[C:29](O)=[O:30])#[N:25]. (5) Given the product [O:21]=[C:9]1[C:10]2[C:11](=[CH:14][C:15]([NH2:18])=[CH:16][CH:17]=2)[C:12](=[O:13])[N:8]1[CH:7]1[CH2:6][CH2:5][C:4](=[O:22])[NH:3][C:2]1=[O:1], predict the reactants needed to synthesize it. The reactants are: [O:1]=[C:2]1[CH:7]([N:8]2[C:12](=[O:13])[C:11]3=[CH:14][C:15]([N+:18]([O-])=O)=[CH:16][CH:17]=[C:10]3[C:9]2=[O:21])[CH2:6][CH2:5][C:4](=[O:22])[NH:3]1. (6) Given the product [Cl:3][C:4]1[CH:5]=[C:6]2[C:12]3([CH2:17][CH2:16][N:15]([CH2:29][CH2:30][CH2:31][N:32]4[C:40](=[O:41])[C:39]5[C:34](=[CH:35][CH:36]=[CH:37][CH:38]=5)[C:33]4=[O:42])[CH2:14][CH2:13]3)[CH2:11][N:10]([C:18]3[C:19]4[C@H:26]([CH3:27])[CH2:25][CH2:24][C:20]=4[N:21]=[CH:22][N:23]=3)[C:7]2=[CH:8][CH:9]=1, predict the reactants needed to synthesize it. The reactants are: Cl.Cl.[Cl:3][C:4]1[CH:5]=[C:6]2[C:12]3([CH2:17][CH2:16][NH:15][CH2:14][CH2:13]3)[CH2:11][N:10]([C:18]3[C:19]4[C@H:26]([CH3:27])[CH2:25][CH2:24][C:20]=4[N:21]=[CH:22][N:23]=3)[C:7]2=[CH:8][CH:9]=1.Br[CH2:29][CH2:30][CH2:31][N:32]1[C:40](=[O:41])[C:39]2[C:34](=[CH:35][CH:36]=[CH:37][CH:38]=2)[C:33]1=[O:42].CCN(C(C)C)C(C)C.